Task: Regression. Given two drug SMILES strings and cell line genomic features, predict the synergy score measuring deviation from expected non-interaction effect.. Dataset: NCI-60 drug combinations with 297,098 pairs across 59 cell lines (1) Drug 1: CC1C(C(=O)NC(C(=O)N2CCCC2C(=O)N(CC(=O)N(C(C(=O)O1)C(C)C)C)C)C(C)C)NC(=O)C3=C4C(=C(C=C3)C)OC5=C(C(=O)C(=C(C5=N4)C(=O)NC6C(OC(=O)C(N(C(=O)CN(C(=O)C7CCCN7C(=O)C(NC6=O)C(C)C)C)C)C(C)C)C)N)C. Drug 2: CC1C(C(CC(O1)OC2CC(OC(C2O)C)OC3=CC4=CC5=C(C(=O)C(C(C5)C(C(=O)C(C(C)O)O)OC)OC6CC(C(C(O6)C)O)OC7CC(C(C(O7)C)O)OC8CC(C(C(O8)C)O)(C)O)C(=C4C(=C3C)O)O)O)O. Cell line: A549. Synergy scores: CSS=43.5, Synergy_ZIP=-0.611, Synergy_Bliss=-2.46, Synergy_Loewe=-1.53, Synergy_HSA=-1.91. (2) Drug 1: CN1C2=C(C=C(C=C2)N(CCCl)CCCl)N=C1CCCC(=O)O.Cl. Drug 2: COC1=C2C(=CC3=C1OC=C3)C=CC(=O)O2. Cell line: HCC-2998. Synergy scores: CSS=7.18, Synergy_ZIP=5.79, Synergy_Bliss=2.44, Synergy_Loewe=-0.561, Synergy_HSA=-0.248. (3) Drug 1: C1=NC2=C(N1)C(=S)N=CN2. Drug 2: CS(=O)(=O)OCCCCOS(=O)(=O)C. Cell line: RPMI-8226. Synergy scores: CSS=63.4, Synergy_ZIP=-2.24, Synergy_Bliss=-2.48, Synergy_Loewe=-33.6, Synergy_HSA=0.169.